This data is from Catalyst prediction with 721,799 reactions and 888 catalyst types from USPTO. The task is: Predict which catalyst facilitates the given reaction. (1) Reactant: [Li]CCCC.[F:6][C:7]1[CH:12]=[CH:11][C:10]([C:13]2[O:14][CH:15]=[CH:16][N:17]=2)=[CH:9][CH:8]=1.[C:18]([C:21]1[CH:26]=[CH:25][N:24]=[CH:23][CH:22]=1)(=[O:20])[CH3:19]. Product: [F:6][C:7]1[CH:8]=[CH:9][C:10]([C:13]2[O:14][C:15]([C:18]([C:21]3[CH:26]=[CH:25][N:24]=[CH:23][CH:22]=3)([OH:20])[CH3:19])=[CH:16][N:17]=2)=[CH:11][CH:12]=1. The catalyst class is: 1. (2) Reactant: [CH3:1][O:2][CH2:3][O:4][C:5]1[CH:6]=[C:7]([CH:20]=[CH:21][C:22]=1[O:23][CH3:24])[C:8]([NH:10][C:11]([CH3:19])([C:13]1[CH:18]=[CH:17][CH:16]=[CH:15][CH:14]=1)[CH3:12])=[O:9].CN(CCN(C)C)C.CN([CH:36]=[O:37])C. Product: [CH3:1][O:2][CH2:3][O:4][C:5]1[C:22]([O:23][CH3:24])=[CH:21][CH:20]=[C:7]2[C:6]=1[CH:36]([OH:37])[N:10]([C:11]([CH3:19])([C:13]1[CH:14]=[CH:15][CH:16]=[CH:17][CH:18]=1)[CH3:12])[C:8]2=[O:9]. The catalyst class is: 1. (3) Reactant: [Cl:1][C:2]1[CH:3]=[C:4]([CH:8]=[CH:9][C:10]=1[O:11][CH2:12][C:13]([F:16])([F:15])[F:14])[C:5](Cl)=[O:6].O[NH:18][C:19](=[NH:39])[C:20]1[CH:29]=[CH:28][CH:27]=[C:26]2[C:21]=1[CH:22]=[CH:23][N:24]=[C:25]2[CH2:30][CH2:31][C:32]([O:34][C:35]([CH3:38])([CH3:37])[CH3:36])=[O:33].C(N(CC)CC)C. Product: [Cl:1][C:2]1[CH:3]=[C:4]([C:5]2[O:6][N:18]=[C:19]([C:20]3[CH:29]=[CH:28][CH:27]=[C:26]4[C:21]=3[CH:22]=[CH:23][N:24]=[C:25]4[CH2:30][CH2:31][C:32]([O:34][C:35]([CH3:38])([CH3:37])[CH3:36])=[O:33])[N:39]=2)[CH:8]=[CH:9][C:10]=1[O:11][CH2:12][C:13]([F:16])([F:15])[F:14]. The catalyst class is: 3. (4) Reactant: [C:1]([O:5][C:6](=[O:10])[C@@H:7]([CH3:9])[NH2:8])([CH3:4])([CH3:3])[CH3:2].C(N(CC)C(C)C)(C)C.[N:20]([CH:23]([CH2:29][CH2:30]Br)[C:24](OCC)=[O:25])=[N+:21]=[N-:22].[I-].[Na+]. Product: [N:20]([CH:23]1[CH2:29][CH2:30][N:8]([C@H:7]([CH3:9])[C:6]([O:5][C:1]([CH3:4])([CH3:3])[CH3:2])=[O:10])[C:24]1=[O:25])=[N+:21]=[N-:22]. The catalyst class is: 10. (5) Reactant: [CH2:1]([O:3][C:4]([C:6]1[C:12]2[NH:13][C:14]3[CH:15]=[CH:16][C:17](F)=[CH:18][C:19]=3[C:11]=2[C:10](C)(C)[CH2:9][N:8]([C:23](=[O:31])[C:24]2[CH:29]=[CH:28][C:27]([F:30])=[CH:26][CH:25]=2)[CH:7]=1)=[O:5])[CH3:2].C([O:34]C(C1C2NC3C=CC(N)=CC=3C=2C(C)(C)CN(C(=O)C2C=CC(F)=CC=2)C=1)=O)C.[H+].[B-](F)(F)(F)F.O. Product: [CH2:1]([O:3][C:4]([C:6]1[C:12]2[NH:13][C:14]3[C:15]([OH:34])=[CH:16][CH:17]=[CH:18][C:19]=3[C:11]=2[CH2:10][CH2:9][N:8]([C:23](=[O:31])[C:24]2[CH:25]=[CH:26][C:27]([F:30])=[CH:28][CH:29]=2)[CH:7]=1)=[O:5])[CH3:2]. The catalyst class is: 23.